Task: Predict the product of the given reaction.. Dataset: Forward reaction prediction with 1.9M reactions from USPTO patents (1976-2016) (1) Given the reactants [N+:1]([C:4]1[C:5]([NH:13][C@H:14]2[CH2:19][CH2:18][C@H:17]([NH2:20])[CH2:16][CH2:15]2)=[C:6]2[S:12][CH:11]=[CH:10][C:7]2=[N:8][CH:9]=1)([O-:3])=[O:2].C(N(CC)C(C)C)(C)C.CN(C)C=O.FC(F)(F)S(O[CH2:41][C:42]([F:45])([F:44])[F:43])(=O)=O, predict the reaction product. The product is: [N+:1]([C:4]1[C:5]([NH:13][C@H:14]2[CH2:19][CH2:18][C@H:17]([NH:20][CH2:41][C:42]([F:45])([F:44])[F:43])[CH2:16][CH2:15]2)=[C:6]2[S:12][CH:11]=[CH:10][C:7]2=[N:8][CH:9]=1)([O-:3])=[O:2]. (2) The product is: [CH3:2][C:1]([NH:4][C:5]1[C:14](=[O:15])[C:13]2[N:12]=[C:11]([C:16]3[N:27]=[C:26]([C:25]([O:24][CH3:23])=[O:39])[CH:28]=[C:29]4[C:37]5[CH:36]=[CH:35][CH:34]=[CH:33][C:32]=5[NH:31][C:30]=34)[CH:10]=[CH:9][C:8]=2[C:7](=[O:18])[CH:6]=1)=[O:3]. Given the reactants [C:1]([NH:4][C:5]1[C:14](=[O:15])[C:13]2[N:12]=[C:11]([CH:16]=O)[CH:10]=[CH:9][C:8]=2[C:7](=[O:18])[CH:6]=1)(=[O:3])[CH3:2].CN(C[CH2:23][O:24][C:25](=[O:39])[C@H:26]([CH:28](C)[C:29]1[C:37]2[C:32](=[CH:33][CH:34]=[CH:35][CH:36]=2)[NH:31][CH:30]=1)[NH2:27])C, predict the reaction product. (3) Given the reactants C[O:2][C:3](=[O:12])[C:4]1[CH:9]=[C:8]([OH:10])[CH:7]=[C:6]([Cl:11])[CH:5]=1.O[CH2:14][C:15]1[CH:20]=[CH:19][N:18]=[CH:17][CH:16]=1.C1(P(C2C=CC=CC=2)C2C=CC=CC=2)C=CC=CC=1.CCOC(/N=N/C(OCC)=O)=O, predict the reaction product. The product is: [Cl:11][C:6]1[CH:5]=[C:4]([CH:9]=[C:8]([O:10][CH2:14][C:15]2[CH:20]=[CH:19][N:18]=[CH:17][CH:16]=2)[CH:7]=1)[C:3]([OH:2])=[O:12]. (4) Given the reactants [Br:1][C:2]1[CH:3]=[CH:4][C:5]2[C@H:10]([CH2:11][C:12](O)=[O:13])[O:9][CH2:8][CH2:7][C:6]=2[CH:15]=1.B.C(=O)([O-])[O-].[Na+].[Na+], predict the reaction product. The product is: [Br:1][C:2]1[CH:3]=[CH:4][C:5]2[C@H:10]([CH2:11][CH2:12][OH:13])[O:9][CH2:8][CH2:7][C:6]=2[CH:15]=1.